From a dataset of Forward reaction prediction with 1.9M reactions from USPTO patents (1976-2016). Predict the product of the given reaction. (1) Given the reactants [OH:1][C:2]1[CH:7]=[CH:6][C:5]([S:8]([N:11]=[N+:12]=[N-:13])(=[O:10])=[O:9])=[CH:4][CH:3]=1.[OH-].[Na+].[CH2:16](Br)[CH:17]=[CH2:18].O, predict the reaction product. The product is: [CH2:18]([O:1][C:2]1[CH:7]=[CH:6][C:5]([S:8]([N:11]=[N+:12]=[N-:13])(=[O:9])=[O:10])=[CH:4][CH:3]=1)[CH:17]=[CH2:16]. (2) Given the reactants [CH3:1][C:2]1[CH:9]=[CH:8][C:7]([CH3:10])=[CH:6][C:3]=1[CH2:4]Cl.[F:11][C:12]([F:35])([C:16]1[CH:24]=[C:23]2[C:19]([C:20]([CH3:34])=[N:21][N:22]2CC2C(C)=CC=CC=2C)=[CH:18][CH:17]=1)[C:13]([OH:15])=[O:14], predict the reaction product. The product is: [F:35][C:12]([F:11])([C:16]1[CH:24]=[C:23]2[C:19]([C:20]([CH3:34])=[N:21][N:22]2[CH2:4][C:3]2[CH:6]=[C:7]([CH3:10])[CH:8]=[CH:9][C:2]=2[CH3:1])=[CH:18][CH:17]=1)[C:13]([OH:15])=[O:14]. (3) Given the reactants [C:1]([C:4]12[CH2:11][CH2:10][C:7]([NH:12][CH2:13][C:14]([N:16]3[CH2:20][C@@H:19]([F:21])[CH2:18][C@H:17]3[C:22]#[N:23])=[O:15])([CH2:8][CH2:9]1)[CH2:6][CH2:5]2)([OH:3])=O.ON1C2C=CC=CC=2N=N1.N=C=N.[Cl:37][C:38]1[CH:45]=[CH:44][C:41]([CH2:42][NH2:43])=[CH:40][CH:39]=1.C(=O)([O-])[O-], predict the reaction product. The product is: [Cl:37][C:38]1[CH:45]=[CH:44][C:41]([CH2:42][NH:43][C:1]([C:4]23[CH2:9][CH2:8][C:7]([NH:12][CH2:13][C:14]([N:16]4[CH2:20][C@@H:19]([F:21])[CH2:18][C@H:17]4[C:22]#[N:23])=[O:15])([CH2:6][CH2:5]2)[CH2:10][CH2:11]3)=[O:3])=[CH:40][CH:39]=1. (4) Given the reactants [NH2:1][C:2]1[N:6]([C:7]2[C:12]([Cl:13])=[CH:11][C:10]([C:14]([F:17])([F:16])[F:15])=[CH:9][C:8]=2[Cl:18])[N:5]=[C:4]([CH:19]=O)[C:3]=1[S:21]([CH3:23])=[O:22].Cl.[C:25]([CH2:28][O:29][NH2:30])([OH:27])=[O:26].[C:25]([CH2:28][O:29][NH2:30])([OH:27])=[O:26], predict the reaction product. The product is: [C:25]([CH2:28][O:29][N:30]=[CH:19][C:4]1[C:3]([S:21]([CH3:23])=[O:22])=[C:2]([NH2:1])[N:6]([C:7]2[C:12]([Cl:13])=[CH:11][C:10]([C:14]([F:15])([F:17])[F:16])=[CH:9][C:8]=2[Cl:18])[N:5]=1)([OH:27])=[O:26]. (5) Given the reactants [C:1]1([CH3:13])[CH:6]=[CH:5][CH:4]=[CH:3][C:2]=1[N:7]1[CH2:12][CH2:11][NH:10][CH2:9][CH2:8]1.CCN(CC)CC.[Cl:21][CH2:22][S:23](Cl)(=[O:25])=[O:24], predict the reaction product. The product is: [Cl:21][CH2:22][S:23]([N:10]1[CH2:9][CH2:8][N:7]([C:2]2[CH:3]=[CH:4][CH:5]=[CH:6][C:1]=2[CH3:13])[CH2:12][CH2:11]1)(=[O:25])=[O:24]. (6) Given the reactants [CH:1]1([CH2:7][O:8][C:9]2[CH:10]=[C:11]([CH:15]=[CH:16][CH:17]=2)[C:12]([OH:14])=O)[CH2:6][CH2:5][CH2:4][CH2:3][CH2:2]1.C1C=CC2N(O)N=NC=2C=1.C(Cl)CCl.[NH2:32][CH:33]1[CH:40]2[CH2:41][C:36]3([CH2:43][OH:44])[CH2:37][CH:38]([CH2:42][CH:34]1[CH2:35]3)[CH2:39]2.CCN(C(C)C)C(C)C, predict the reaction product. The product is: [CH:1]1([CH2:7][O:8][C:9]2[CH:10]=[C:11]([CH:15]=[CH:16][CH:17]=2)[C:12]([NH:32][CH:33]2[CH:34]3[CH2:42][CH:38]4[CH2:37][C:36]([CH2:43][OH:44])([CH2:41][CH:40]2[CH2:39]4)[CH2:35]3)=[O:14])[CH2:2][CH2:3][CH2:4][CH2:5][CH2:6]1. (7) Given the reactants [NH2:1][OH:2].[CH3:3][C:4]1[CH:13]=[C:12]([CH2:14][O:15][C:16]2[CH:21]=[CH:20][C:19]([S:22]([NH:25][CH:26]3CCNC[CH:27]3[C:32](O)=[O:33])(=[O:24])=[O:23])=[CH:18][CH:17]=2)[C:11]2[C:6](=[CH:7][CH:8]=[CH:9][CH:10]=2)[N:5]=1.[CH:35]([OH:37])=O, predict the reaction product. The product is: [OH:2][NH:1][C:32]([CH:27]1[CH2:3][CH2:4][N:5]([CH:35]=[O:37])[CH2:6][CH:26]1[NH:25][S:22]([C:19]1[CH:20]=[CH:21][C:16]([O:15][CH2:14][C:12]2[C:11]3[C:6](=[CH:7][CH:8]=[CH:9][CH:10]=3)[N:5]=[C:4]([CH3:3])[CH:13]=2)=[CH:17][CH:18]=1)(=[O:24])=[O:23])=[O:33]. (8) Given the reactants C[O:2][C:3](=[O:38])[C:4]([O:7][C:8]1[CH:13]=[CH:12][C:11]([O:14][CH2:15][CH2:16][C:17]2[N:18]=[C:19]([C:26]3[CH:31]=[CH:30][C:29]([C:32]4[CH:37]=[CH:36][CH:35]=[CH:34][CH:33]=4)=[CH:28][CH:27]=3)[O:20][C:21]=2[C:22]([F:25])([F:24])[F:23])=[CH:10][CH:9]=1)([CH3:6])[CH3:5].[OH-].[Na+].Cl, predict the reaction product. The product is: [C:29]1([C:32]2[CH:37]=[CH:36][CH:35]=[CH:34][CH:33]=2)[CH:28]=[CH:27][C:26]([C:19]2[O:20][C:21]([C:22]([F:25])([F:24])[F:23])=[C:17]([CH2:16][CH2:15][O:14][C:11]3[CH:12]=[CH:13][C:8]([O:7][C:4]([CH3:6])([CH3:5])[C:3]([OH:38])=[O:2])=[CH:9][CH:10]=3)[N:18]=2)=[CH:31][CH:30]=1. (9) Given the reactants [F:1][C:2]1[CH:7]=[CH:6][CH:5]=[CH:4][C:3]=1[CH:8]([C:13]1[C:21]2[C:16](=[CH:17][C:18]([NH:22][C:23](=[O:32])[O:24][CH2:25][C:26]3[CH:31]=[CH:30][CH:29]=[CH:28][CH:27]=3)=[CH:19][CH:20]=2)[NH:15][CH:14]=1)[CH2:9][N+:10]([O-])=O.[Cl-].[NH4+], predict the reaction product. The product is: [NH2:10][CH2:9][CH:8]([C:13]1[C:21]2[C:16](=[CH:17][C:18]([NH:22][C:23](=[O:32])[O:24][CH2:25][C:26]3[CH:27]=[CH:28][CH:29]=[CH:30][CH:31]=3)=[CH:19][CH:20]=2)[NH:15][CH:14]=1)[C:3]1[CH:4]=[CH:5][CH:6]=[CH:7][C:2]=1[F:1]. (10) Given the reactants [F:1][C:2]1[CH:7]=[CH:6][C:5]([C:8](=[O:30])[CH:9]([CH2:15][C:16]2[CH:21]=[CH:20][CH:19]=[C:18]([C:22](=[O:29])[C:23]([F:28])([F:27])[CH:24]([F:26])[F:25])[CH:17]=2)[C:10]([O:12][CH2:13][CH3:14])=[O:11])=[CH:4][CH:3]=1.Cl, predict the reaction product. The product is: [F:1][C:2]1[CH:3]=[CH:4][C:5]([CH:8]([OH:30])[CH:9]([CH2:15][C:16]2[CH:21]=[CH:20][CH:19]=[C:18]([CH:22]([OH:29])[C:23]([F:28])([F:27])[CH:24]([F:25])[F:26])[CH:17]=2)[C:10]([O:12][CH2:13][CH3:14])=[O:11])=[CH:6][CH:7]=1.